Task: Predict the reaction yield, written as a fraction of the theoretical maximum amount of product (1.0 means a 100% yield; for example, 0.34 means a 34% yield).. Dataset: Reaction yield outcomes from USPTO patents with 853,638 reactions (1) The reactants are Cl.[NH2:2][C:3]1[C:11]([OH:12])=[C:10]2[C:6]([CH2:7][CH2:8][CH:9]2[CH2:13][CH2:14][NH:15][C:16](=[O:18])[CH3:17])=[CH:5][CH:4]=1.[CH:19]1([C:22](Cl)=[O:23])[CH2:21][CH2:20]1.O. The catalyst is N1C=CC=CC=1. The product is [C:16]([NH:15][CH2:14][CH2:13][CH:9]1[C:10]2[C:6](=[CH:5][CH:4]=[C:3]([NH:2][C:22]([CH:19]3[CH2:21][CH2:20]3)=[O:23])[C:11]=2[OH:12])[CH2:7][CH2:8]1)(=[O:18])[CH3:17]. The yield is 1.00. (2) The reactants are [F:1][C:2]1[CH:7]=[CH:6][CH:5]=[CH:4][C:3]=1[CH2:8][C:9]([OH:11])=O.C(Cl)(=O)C(Cl)=O.[F:18][C:19]1[CH:24]=[CH:23][C:22]([O:25]C)=[CH:21][CH:20]=1.[Al+3].[Cl-].[Cl-].[Cl-]. The catalyst is ClCCl.CN(C=O)C. The product is [F:18][C:19]1[CH:20]=[CH:21][C:22]([OH:25])=[C:23]([C:9](=[O:11])[CH2:8][C:3]2[CH:4]=[CH:5][CH:6]=[CH:7][C:2]=2[F:1])[CH:24]=1. The yield is 0.540. (3) The reactants are [CH2:1]([O:5][C:6]1[C:14]([O:15][CH3:16])=[CH:13][CH:12]=[CH:11][C:7]=1[CH2:8]CN)[CH:2]([CH3:4])[CH3:3].[C:17](Cl)(=[O:20])[CH:18]=[CH2:19].[CH2:22]([N:24](CC)CC)C. The catalyst is C(Cl)Cl. The product is [CH2:1]([O:5][C:6]1[C:14]([O:15][CH3:16])=[CH:13][CH:12]=[CH:11][C:7]=1[CH2:8][N:24]([CH3:22])[C:17](=[O:20])[CH:18]=[CH2:19])[CH:2]([CH3:3])[CH3:4]. The yield is 0.920. (4) The reactants are [O:1]=[C:2]1[NH:7][C:6]2[CH:8]=[C:9]([CH2:12][N:13]3[CH2:18][CH2:17][N:16]([C:19]4[CH:27]=[CH:26][C:22]([C:23]([OH:25])=O)=[CH:21][CH:20]=4)[CH2:15][CH2:14]3)[CH:10]=[N:11][C:5]=2[N:4]2[CH2:28][CH2:29][S:30][CH2:31][C@@H:3]12.C([N:34]([CH:38]([CH3:40])[CH3:39])C(C)C)C.C1(N)CC1. The catalyst is CN(C=O)C. The product is [CH:38]1([NH:34][C:23](=[O:25])[C:22]2[CH:21]=[CH:20][C:19]([N:16]3[CH2:15][CH2:14][N:13]([CH2:12][C:9]4[CH:10]=[N:11][C:5]5[N:4]6[CH2:28][CH2:29][S:30][CH2:31][C@H:3]6[C:2](=[O:1])[NH:7][C:6]=5[CH:8]=4)[CH2:18][CH2:17]3)=[CH:27][CH:26]=2)[CH2:40][CH2:39]1. The yield is 0.490. (5) The reactants are [C:1]([N:8]1[CH2:12][C@H:11](OS(C)(=O)=O)[CH2:10][C@H:9]1[C:18]([O:20][CH3:21])=[O:19])([O:3][C:4]([CH3:7])([CH3:6])[CH3:5])=[O:2].[N-:22]=[N+:23]=[N-:24].[Na+]. The catalyst is CN(C=O)C. The product is [C:1]([N:8]1[CH2:12][C@@H:11]([N:22]=[N+:23]=[N-:24])[CH2:10][C@H:9]1[C:18]([O:20][CH3:21])=[O:19])([O:3][C:4]([CH3:7])([CH3:6])[CH3:5])=[O:2]. The yield is 0.800. (6) The reactants are C([C:3]1[N:4]([CH2:18][C:19]2[CH:24]=[CH:23][CH:22]=[CH:21][C:20]=2[C:25]2[CH:30]=[CH:29][CH:28]=[CH:27][CH:26]=2)[C:5]2[C:10]([C:11](=[O:16])[C:12]=1[C:13]([OH:15])=[O:14])=[N:9][CH:8]=[C:7]([Br:17])[CH:6]=2)C.O.[OH-].[Li+]. The catalyst is CO.O. The product is [C:20]1([C:25]2[CH:30]=[CH:29][CH:28]=[CH:27][CH:26]=2)[CH:21]=[CH:22][CH:23]=[CH:24][C:19]=1[CH2:18][N:4]1[C:5]2[C:10](=[N:9][CH:8]=[C:7]([Br:17])[CH:6]=2)[C:11](=[O:16])[C:12]([C:13]([OH:15])=[O:14])=[CH:3]1. The yield is 0.670. (7) The reactants are C([O:3][C:4]([C:6]1[C:7]([C:12]2[CH:17]=[CH:16][C:15]([F:18])=[CH:14][CH:13]=2)=[N:8][O:9][C:10]=1[CH3:11])=[O:5])C.[OH-].[Na+]. The catalyst is C(O)C.C1(C)C=CC=CC=1. The product is [F:18][C:15]1[CH:14]=[CH:13][C:12]([C:7]2[C:6]([C:4]([OH:5])=[O:3])=[C:10]([CH3:11])[O:9][N:8]=2)=[CH:17][CH:16]=1. The yield is 0.860. (8) The reactants are C(=O)([O-])[O-].[K+].[K+].[OH:7][C:8]1[CH:12]=[C:11]([CH3:13])[NH:10][N:9]=1.F[C:15]1[CH:16]=[CH:17][C:18]([N+:22]([O-:24])=[O:23])=[C:19]([CH3:21])[CH:20]=1.Cl. The catalyst is CN(C=O)C. The product is [CH3:13][C:11]1[NH:10][N:9]=[C:8]([O:7][C:15]2[CH:16]=[CH:17][C:18]([N+:22]([O-:24])=[O:23])=[C:19]([CH3:21])[CH:20]=2)[CH:12]=1. The yield is 0.278. (9) The reactants are [N:1]1[CH:6]=[CH:5][C:4]([CH2:7][O:8][C:9]([NH:11][C:12]2[S:13][CH:14]=[C:15]([CH2:17][C:18]([OH:20])=O)[N:16]=2)=[O:10])=[CH:3][CH:2]=1.CCN(C(C)C)C(C)C.CCN=C=NCCCN(C)C.[CH:41]1[CH:42]=[CH:43][C:44]2[N:49](O)N=[N:47][C:45]=2[CH:46]=1.C1(N)C=CC=CC=1N. The catalyst is CN(C=O)C. The product is [N:1]1[CH:2]=[CH:3][C:4]([CH2:7][O:8][C:9](=[O:10])[NH:11][C:12]2[S:13][CH:14]=[C:15]([CH2:17][C:18]([NH:47][C:45]3[CH:46]=[CH:41][CH:42]=[CH:43][C:44]=3[NH2:49])=[O:20])[N:16]=2)=[CH:5][CH:6]=1. The yield is 0.440.